Dataset: Reaction yield outcomes from USPTO patents with 853,638 reactions. Task: Predict the reaction yield, written as a fraction of the theoretical maximum amount of product (1.0 means a 100% yield; for example, 0.34 means a 34% yield). (1) The reactants are [CH:1]([C:4]1[CH:5]=[C:6]([NH:10][C:11]([C:13]2[CH:14]=[C:15]([N:19]3[CH2:28][C:27]4[CH:26]=[N:25][CH:24]=[C:23]([C:29]([O:31]C)=[O:30])[C:22]=4[CH2:21][CH2:20]3)[CH:16]=[CH:17][CH:18]=2)=[O:12])[CH:7]=[CH:8][CH:9]=1)([CH3:3])[CH3:2].[OH-].[Na+].Cl.O. The catalyst is O1CCOCC1. The product is [CH:1]([C:4]1[CH:5]=[C:6]([NH:10][C:11]([C:13]2[CH:14]=[C:15]([N:19]3[CH2:28][C:27]4[CH:26]=[N:25][CH:24]=[C:23]([C:29]([OH:31])=[O:30])[C:22]=4[CH2:21][CH2:20]3)[CH:16]=[CH:17][CH:18]=2)=[O:12])[CH:7]=[CH:8][CH:9]=1)([CH3:3])[CH3:2]. The yield is 0.810. (2) The reactants are [CH3:1][O:2][C:3](=[O:26])[NH:4][CH:5]([CH3:25])[C:6]([N:8]1[CH2:12][CH2:11][CH2:10][CH:9]1[C:13]1[NH:14][C:15]([C:18]2[CH:23]=[CH:22][C:21](Br)=[CH:20][CH:19]=2)=[CH:16][N:17]=1)=[O:7].C[O:28][C:29](=O)[NH:30][CH:31]([C:35]([N:37]1[CH:42]([C:43]2[NH:44][C:45]([C:48]3[CH:57]=[CH:56][C:55]4[C:50](=[CH:51][CH:52]=[C:53](B5OC(C)(C)C(C)(C)O5)[CH:54]=4)[CH:49]=3)=[CH:46][N:47]=2)[CH:41]2[CH2:67][CH:38]1[CH2:39][CH2:40]2)=[O:36])[CH:32]([CH3:34])[CH3:33].[C:69]([O-])(O)=O.[Na+].[OH2:74]. The catalyst is COCCOC. The product is [CH3:69][O:74][C:29](=[O:28])[NH:30][CH:31]([C:35]([N:37]1[CH:42]([C:43]2[NH:44][C:45]([C:48]3[CH:57]=[CH:56][C:55]4[C:50](=[CH:51][CH:52]=[C:53]([C:21]5[CH:22]=[CH:23][C:18]([C:15]6[NH:14][C:13]([CH:9]7[CH2:10][CH2:11][CH2:12][N:8]7[C:6](=[O:7])[CH:5]([NH:4][C:3]([O:2][CH3:1])=[O:26])[CH3:25])=[N:17][CH:16]=6)=[CH:19][CH:20]=5)[CH:54]=4)[CH:49]=3)=[CH:46][N:47]=2)[CH:41]2[CH2:67][CH:38]1[CH2:39][CH2:40]2)=[O:36])[CH:32]([CH3:33])[CH3:34]. The yield is 0.360. (3) The reactants are [CH:1]([O:4][C:5](=[O:16])[C:6]1[CH:11]=[CH:10][C:9]([C:12]([F:15])([F:14])[F:13])=[CH:8][CH:7]=1)([CH3:3])[CH3:2].C([O:20][B:21](OC(C)C)[O:22]C(C)C)(C)C.[Li+].CC([N-]C(C)C)C.Cl. The catalyst is C1COCC1.C(OCC)C. The product is [CH:1]([O:4][C:5](=[O:16])[C:6]1[CH:11]=[CH:10][C:9]([C:12]([F:14])([F:15])[F:13])=[CH:8][C:7]=1[B:21]([OH:22])[OH:20])([CH3:3])[CH3:2]. The yield is 0.660. (4) The reactants are [Cl:1][C:2]1[CH:3]=[C:4]([O:14][CH3:15])[C:5]2[O:9][C:8]([CH2:11][OH:12])([CH3:10])[CH2:7][C:6]=2[CH:13]=1.[C:16]1([CH3:26])[CH:21]=[CH:20][C:19]([S:22](Cl)(=[O:24])=[O:23])=[CH:18][CH:17]=1.C(N(C(C)C)CC)(C)C. The catalyst is CN(C)C1C=CN=CC=1. The product is [CH3:26][C:16]1[CH:21]=[CH:20][C:19]([S:22]([O:12][CH2:11][C:8]2([CH3:10])[CH2:7][C:6]3[CH:13]=[C:2]([Cl:1])[CH:3]=[C:4]([O:14][CH3:15])[C:5]=3[O:9]2)(=[O:24])=[O:23])=[CH:18][CH:17]=1. The yield is 0.760. (5) The reactants are C[Si]([N-][Si](C)(C)C)(C)C.[K+].C[Si]([N-][Si](C)(C)C)(C)C.[K+].C1COCC1.[CH3:26][C:27]#[N:28].F[C:30]1[N:35]=[CH:34][C:33]([C:36]2[CH:50]=[CH:49][C:39]([O:40][CH2:41][CH2:42][N:43]3[CH2:48][CH2:47][O:46][CH2:45][CH2:44]3)=[CH:38][CH:37]=2)=[CH:32][CH:31]=1. The yield is 0.760. The product is [O:46]1[CH2:47][CH2:48][N:43]([CH2:42][CH2:41][O:40][C:39]2[CH:49]=[CH:50][C:36]([C:33]3[CH:32]=[CH:31][C:30]([CH2:26][C:27]#[N:28])=[N:35][CH:34]=3)=[CH:37][CH:38]=2)[CH2:44][CH2:45]1. The catalyst is C1COCC1. (6) The reactants are [CH2:1]([C:3]1[CH:8]=[C:7]([O:9][CH2:10][CH2:11][CH2:12][S:13]([CH3:16])(=[O:15])=[O:14])[CH:6]=[C:5]([CH2:17][CH3:18])[C:4]=1[C:19]1[CH:24]=[CH:23][CH:22]=[C:21]([CH:25]=[O:26])[CH:20]=1)[CH3:2].CO.[BH4-].[Na+].C(O)(=O)CC(CC(O)=O)(C(O)=O)O. The catalyst is O1CCCC1. The product is [CH2:17]([C:5]1[CH:6]=[C:7]([O:9][CH2:10][CH2:11][CH2:12][S:13]([CH3:16])(=[O:15])=[O:14])[CH:8]=[C:3]([CH2:1][CH3:2])[C:4]=1[C:19]1[CH:24]=[CH:23][CH:22]=[C:21]([CH2:25][OH:26])[CH:20]=1)[CH3:18]. The yield is 0.840.